Dataset: Forward reaction prediction with 1.9M reactions from USPTO patents (1976-2016). Task: Predict the product of the given reaction. (1) Given the reactants [N:1]([C@H:4]1[C:9]2[CH:10]=[C:11]3[C:16](=[CH:17][C:8]=2[CH2:7][CH2:6][CH2:5]1)[CH2:15][N:14](C(=O)C(F)(F)F)[CH2:13][CH2:12]3)=[N+:2]=[N-:3].[OH-].[Na+], predict the reaction product. The product is: [N:1]([C@H:4]1[C:9]2[CH:10]=[C:11]3[C:16](=[CH:17][C:8]=2[CH2:7][CH2:6][CH2:5]1)[CH2:15][NH:14][CH2:13][CH2:12]3)=[N+:2]=[N-:3]. (2) Given the reactants Br[CH2:2][CH2:3][CH2:4][C:5]([C:20]#[N:21])([C:10]1[CH:15]=[CH:14][C:13]([O:16][CH3:17])=[C:12]([O:18][CH3:19])[CH:11]=1)[C:6]([O:8][CH3:9])=[O:7].[CH3:22][NH:23][CH2:24][CH2:25][C:26]1[CH:36]=[CH:35][C:29]([C:30]([O:32][CH2:33][CH3:34])=[O:31])=[CH:28][CH:27]=1, predict the reaction product. The product is: [C:20]([C:5]([C:10]1[CH:15]=[CH:14][C:13]([O:16][CH3:17])=[C:12]([O:18][CH3:19])[CH:11]=1)([C:6]([O:8][CH3:9])=[O:7])[CH2:4][CH2:3][CH2:2][N:23]([CH3:22])[CH2:24][CH2:25][C:26]1[CH:36]=[CH:35][C:29]([C:30]([O:32][CH2:33][CH3:34])=[O:31])=[CH:28][CH:27]=1)#[N:21]. (3) Given the reactants [Cl:1][C:2]1[CH:30]=[CH:29][C:5]([CH2:6][C:7]2[C:8]([C:27]#[N:28])=[C:9]([C:17]3[CH:22]=[CH:21][N:20]=[C:19]([NH:23]C(=O)C)[CH:18]=3)[S:10][C:11]=2[C:12]2[NH:16][CH:15]=[N:14][N:13]=2)=[CH:4][CH:3]=1.[OH-].[Na+], predict the reaction product. The product is: [NH2:23][C:19]1[CH:18]=[C:17]([C:9]2[S:10][C:11]([C:12]3[NH:16][CH:15]=[N:14][N:13]=3)=[C:7]([CH2:6][C:5]3[CH:4]=[CH:3][C:2]([Cl:1])=[CH:30][CH:29]=3)[C:8]=2[C:27]#[N:28])[CH:22]=[CH:21][N:20]=1. (4) Given the reactants [C:1]([CH2:4][CH:5]=[CH:6][C:7]1[CH:12]=[CH:11][CH:10]=[CH:9][CH:8]=1)([OH:3])=[O:2].[CH3:13][CH:14](O)[C:15]1[CH:20]=[CH:19][CH:18]=[CH:17][CH:16]=1.C1CCC(N=C=NC2CCCCC2)CC1, predict the reaction product. The product is: [C:15]1([CH:14]([O:2][C:1]([CH2:4][CH:5]=[CH:6][C:7]2[CH:12]=[CH:11][CH:10]=[CH:9][CH:8]=2)=[O:3])[CH3:13])[CH:20]=[CH:19][CH:18]=[CH:17][CH:16]=1. (5) Given the reactants [CH3:1][N:2]([CH3:18])[CH2:3][CH2:4][N:5]([CH3:17])[C:6](=[O:16])[C:7]1[CH:12]=[CH:11][C:10]([N+:13]([O-])=O)=[CH:9][CH:8]=1, predict the reaction product. The product is: [NH2:13][C:10]1[CH:11]=[CH:12][C:7]([C:6]([N:5]([CH2:4][CH2:3][N:2]([CH3:1])[CH3:18])[CH3:17])=[O:16])=[CH:8][CH:9]=1. (6) Given the reactants [OH-].[Na+].[Cl:3][C:4]1[CH:5]=[C:6]([C:14]2[O:18][N:17]=[C:16]([C:19]3[C:20]([CH2:34][CH3:35])=[C:21]([O:25][CH2:26][CH2:27][CH2:28][C:29]([O:31]CC)=[O:30])[CH:22]=[CH:23][CH:24]=3)[N:15]=2)[CH:7]=[CH:8][C:9]=1[O:10][CH:11]([CH3:13])[CH3:12].Cl, predict the reaction product. The product is: [Cl:3][C:4]1[CH:5]=[C:6]([C:14]2[O:18][N:17]=[C:16]([C:19]3[C:20]([CH2:34][CH3:35])=[C:21]([O:25][CH2:26][CH2:27][CH2:28][C:29]([OH:31])=[O:30])[CH:22]=[CH:23][CH:24]=3)[N:15]=2)[CH:7]=[CH:8][C:9]=1[O:10][CH:11]([CH3:12])[CH3:13]. (7) Given the reactants C([O:8][C:9]1[C:14]([CH2:15][N:16]2[CH2:25][CH2:24][C:23]3[C:18](=[C:19]([Cl:32])[C:20]([CH:27]([O:30][CH3:31])[CH2:28][OH:29])=[CH:21][C:22]=3[Cl:26])[C:17]2=[O:33])=[C:13]([CH3:34])[CH:12]=[C:11]([CH3:35])[N:10]=1)C1C=CC=CC=1.CO.C(=O)([O-])[O-].[K+].[K+], predict the reaction product. The product is: [Cl:26][C:22]1[CH:21]=[C:20]([CH:27]([O:30][CH3:31])[CH2:28][OH:29])[C:19]([Cl:32])=[C:18]2[C:23]=1[CH2:24][CH2:25][N:16]([CH2:15][C:14]1[C:9](=[O:8])[NH:10][C:11]([CH3:35])=[CH:12][C:13]=1[CH3:34])[C:17]2=[O:33].